From a dataset of Full USPTO retrosynthesis dataset with 1.9M reactions from patents (1976-2016). Predict the reactants needed to synthesize the given product. (1) Given the product [NH2:18]/[C:16](=[N:15]\[O:14][C:2]([C:4]1[CH:5]=[C:6]([CH:11]=[CH:12][N:13]=1)[C:7]([O:9][CH3:10])=[O:8])=[O:3])/[CH3:17], predict the reactants needed to synthesize it. The reactants are: Cl[C:2]([C:4]1[CH:5]=[C:6]([CH:11]=[CH:12][N:13]=1)[C:7]([O:9][CH3:10])=[O:8])=[O:3].[OH:14]/[N:15]=[C:16](\[NH2:18])/[CH3:17].C(N(CC)CC)C. (2) Given the product [NH:19]1[CH:20]=[CH:21][N:22]=[C:18]1[CH2:17][N:16]([CH2:15][C:8]1[C:9]2[C:14](=[CH:13][CH:12]=[CH:11][CH:10]=2)[C:5]([C:3]([OH:4])=[O:2])=[CH:6][CH:7]=1)[CH2:23][C:24]1[NH:28][CH:27]=[CH:26][N:25]=1, predict the reactants needed to synthesize it. The reactants are: C[O:2][C:3]([C:5]1[C:14]2[C:9](=[CH:10][CH:11]=[CH:12][CH:13]=2)[C:8]([CH2:15][N:16]([CH2:23][C:24]2[NH:25][CH:26]=[CH:27][N:28]=2)[CH2:17][C:18]2[NH:19][CH:20]=[CH:21][N:22]=2)=[CH:7][CH:6]=1)=[O:4].[OH-].[Na+].Cl.